This data is from Acute oral toxicity (LD50) regression data from Zhu et al.. The task is: Regression/Classification. Given a drug SMILES string, predict its toxicity properties. Task type varies by dataset: regression for continuous values (e.g., LD50, hERG inhibition percentage) or binary classification for toxic/non-toxic outcomes (e.g., AMES mutagenicity, cardiotoxicity, hepatotoxicity). Dataset: ld50_zhu. (1) The compound is Cc1cc(-c2ccccc2)[nH]n1. The rat oral LD50 is 1.94, given as -log10 of the dose in mol/kg body weight (higher means more acutely toxic). (2) The compound is C=CCN(CC=C)C(=O)CSP(=S)(OCC)OCC. The rat oral LD50 is 3.83, given as -log10 of the dose in mol/kg body weight (higher means more acutely toxic). (3) The compound is CN1CCN(CCC=C2c3ccccc3Sc3ccc(S(=O)(=O)N(C)C)cc32)CC1. The rat oral LD50 is 2.79, given as -log10 of the dose in mol/kg body weight (higher means more acutely toxic). (4) The compound is C[Si]1(C)OCCN(CCO)CCO1. The rat oral LD50 is 1.78, given as -log10 of the dose in mol/kg body weight (higher means more acutely toxic). (5) The drug is CCC(CC)COCCOCCCN1C(=O)C2C3C=CC(C3)C2C1=O. The rat oral LD50 is 1.57, given as -log10 of the dose in mol/kg body weight (higher means more acutely toxic). (6) The molecule is CCOP(=O)(OCC)C(O)(C(F)F)C(F)F. The rat oral LD50 is 4.90, given as -log10 of the dose in mol/kg body weight (higher means more acutely toxic). (7) The drug is FC(Cl)C(F)(Cl)Cl. The rat oral LD50 is 1.34, given as -log10 of the dose in mol/kg body weight (higher means more acutely toxic).